Predict the reactants needed to synthesize the given product. From a dataset of Full USPTO retrosynthesis dataset with 1.9M reactions from patents (1976-2016). (1) Given the product [Cl:19][C:20]1[N:25]=[C:24]([N:1]2[CH2:6][CH2:5][CH:4]([C:7]([O:9][CH2:10][CH3:11])=[O:8])[CH2:3][CH2:2]2)[CH:23]=[CH:22][N:21]=1, predict the reactants needed to synthesize it. The reactants are: [NH:1]1[CH2:6][CH2:5][CH:4]([C:7]([O:9][CH2:10][CH3:11])=[O:8])[CH2:3][CH2:2]1.CCN(CC)CC.[Cl:19][C:20]1[N:25]=[C:24](Cl)[CH:23]=[CH:22][N:21]=1. (2) Given the product [I:19][C:2]1[N:7]=[CH:6][C:5]([O:8][C:9]2[CH:14]=[CH:13][N:12]=[C:11]([C:15]([NH:17][CH3:18])=[O:16])[CH:10]=2)=[CH:4][CH:3]=1, predict the reactants needed to synthesize it. The reactants are: N[C:2]1[N:7]=[CH:6][C:5]([O:8][C:9]2[CH:14]=[CH:13][N:12]=[C:11]([C:15]([NH:17][CH3:18])=[O:16])[CH:10]=2)=[CH:4][CH:3]=1.[I-:19].[K+].C(ON=O)(C)(C)C. (3) Given the product [NH:28]([C:21]([O:1][CH2:2][CH2:3][C:4]1[CH:9]=[CH:8][C:7]([CH2:10][CH2:11][C:12]2[N:13]=[C:14]([NH:17][C:18](=[O:20])[CH3:19])[S:15][CH:16]=2)=[CH:6][CH:5]=1)=[O:22])[NH:34][C:33]([O:37][C:38]([CH3:41])([CH3:40])[CH3:39])=[O:36], predict the reactants needed to synthesize it. The reactants are: [OH:1][CH2:2][CH2:3][C:4]1[CH:9]=[CH:8][C:7]([CH2:10][CH2:11][C:12]2[N:13]=[C:14]([NH:17][C:18](=[O:20])[CH3:19])[S:15][CH:16]=2)=[CH:6][CH:5]=1.[C:21]([N:28]1C=CN=C1)(N1C=CN=C1)=[O:22].[C:33]([O:37][C:38]([CH3:41])([CH3:40])[CH3:39])(=[O:36])[NH:34]N. (4) The reactants are: [CH2:1]([N:5]1[C:13]2[N:12]=[CH:11][NH:10][C:9]=2[C:8](=[O:14])[N:7]2[C:15]([CH2:18]Cl)=[N:16][N:17]=[C:6]12)[CH2:2][CH2:3][CH3:4].[CH3:20][OH:21]. Given the product [CH2:1]([N:5]1[C:13]2[N:12]=[CH:11][NH:10][C:9]=2[C:8](=[O:14])[N:7]2[C:15]([CH2:18][O:21][CH3:20])=[N:16][N:17]=[C:6]12)[CH2:2][CH2:3][CH3:4], predict the reactants needed to synthesize it. (5) Given the product [C:1]([O:5][C:6](=[O:28])[CH2:7][O:8][C:9]1[CH:14]=[CH:13][C:12]([N:15]([C:16]([O:18][CH2:19][C:20]2[CH:25]=[CH:24][CH:23]=[CH:22][CH:21]=2)=[O:17])[CH3:31])=[CH:11][C:10]=1[C:26]#[N:27])([CH3:4])([CH3:2])[CH3:3], predict the reactants needed to synthesize it. The reactants are: [C:1]([O:5][C:6](=[O:28])[CH2:7][O:8][C:9]1[CH:14]=[CH:13][C:12]([NH:15][C:16]([O:18][CH2:19][C:20]2[CH:25]=[CH:24][CH:23]=[CH:22][CH:21]=2)=[O:17])=[CH:11][C:10]=1[C:26]#[N:27])([CH3:4])([CH3:3])[CH3:2].[H-].[Na+].[CH3:31]I.[Cl-].[NH4+]. (6) Given the product [C:73]([CH2:72][C:68]1([N:66]2[CH:67]=[C:63]([C:62]3[CH:61]=[CH:60][N:59]=[C:58]4[N:54]([CH2:53][O:52][CH2:51][CH2:50][Si:49]([CH3:75])([CH3:48])[CH3:76])[CH:55]=[CH:56][C:57]=34)[CH:64]=[N:65]2)[CH2:69][N:70]([C:78]2[CH:79]=[CH:80][C:81]([C:84]([NH:86][C@H:87]([CH:89]3[CH2:91][CH2:90]3)[CH3:88])=[O:85])=[N:82][CH:83]=2)[CH2:71]1)#[N:74], predict the reactants needed to synthesize it. The reactants are: C1(P(C2C=CC=CC=2)C2C=CC3C(=CC=CC=3)C=2C2C3C(=CC=CC=3)C=CC=2P(C2C=CC=CC=2)C2C=CC=CC=2)C=CC=CC=1.Cl.[CH3:48][Si:49]([CH3:76])([CH3:75])[CH2:50][CH2:51][O:52][CH2:53][N:54]1[C:58]2=[N:59][CH:60]=[CH:61][C:62]([C:63]3[CH:64]=[N:65][N:66]([C:68]4([CH2:72][C:73]#[N:74])[CH2:71][NH:70][CH2:69]4)[CH:67]=3)=[C:57]2[CH:56]=[CH:55]1.Br[C:78]1[CH:79]=[CH:80][C:81]([C:84]([NH:86][C@H:87]([CH:89]2[CH2:91][CH2:90]2)[CH3:88])=[O:85])=[N:82][CH:83]=1.C(=O)([O-])[O-].[Cs+].[Cs+].C([O-])(O)=O.[Na+]. (7) Given the product [CH2:32]([O:15][C:10]1[CH:9]=[C:8]([C:7]([C:16]2[CH:17]=[CH:18][C:19]([CH3:22])=[CH:20][CH:21]=2)([C:1]2[CH:6]=[CH:5][CH:4]=[CH:3][CH:2]=2)[C:23]2[CH:28]=[CH:27][CH:26]=[CH:25][CH:24]=2)[CH:13]=[CH:12][C:11]=1[O:14][CH2:5][CH2:6][CH2:1][CH2:2][CH2:3][CH3:4])[CH2:33][CH2:34][CH2:35][CH2:36][CH3:37], predict the reactants needed to synthesize it. The reactants are: [C:1]1([C:7]([C:23]2[CH:28]=[CH:27][CH:26]=[CH:25][CH:24]=2)([C:16]2[CH:21]=[CH:20][C:19]([CH3:22])=[CH:18][CH:17]=2)[C:8]2[CH:9]=[C:10]([OH:15])[C:11]([OH:14])=[CH:12][CH:13]=2)[CH:6]=[CH:5][CH:4]=[CH:3][CH:2]=1.[OH-].[K+].Br[CH2:32][CH2:33][CH2:34][CH2:35][CH2:36][CH3:37].[Cl-].[Na+].